Dataset: Catalyst prediction with 721,799 reactions and 888 catalyst types from USPTO. Task: Predict which catalyst facilitates the given reaction. (1) Reactant: [OH:1][C:2]1[CH:3]=[C:4]2[C:9](=[CH:10][CH:11]=1)[O:8][C:7]([CH3:13])([CH3:12])[CH2:6][C:5]2=[O:14].C(O)(=O)C.[N+:19]([O-])([O-:21])=[O:20].[K+].OS(O)(=O)=O. Product: [OH:1][C:2]1[C:3]([N+:19]([O-:21])=[O:20])=[C:4]2[C:9](=[CH:10][CH:11]=1)[O:8][C:7]([CH3:12])([CH3:13])[CH2:6][C:5]2=[O:14]. The catalyst class is: 6. (2) Reactant: [NH2:1][C:2]1[C:7](=[O:8])[N:6]([CH2:9][C:10]2[CH:15]=[CH:14][C:13]([O:16][CH3:17])=[CH:12][C:11]=2[O:18][CH3:19])[CH2:5][CH2:4][C:3]=1[C:20]([O:22][CH2:23][CH3:24])=[O:21].ClC1C(=O)C(C#N)=C(C#N)C(=O)C=1Cl. Product: [NH2:1][C:2]1[C:7](=[O:8])[N:6]([CH2:9][C:10]2[CH:15]=[CH:14][C:13]([O:16][CH3:17])=[CH:12][C:11]=2[O:18][CH3:19])[CH:5]=[CH:4][C:3]=1[C:20]([O:22][CH2:23][CH3:24])=[O:21]. The catalyst class is: 133. (3) Reactant: [CH3:1][NH:2][C:3](=[O:6])[CH:4]=[CH2:5].[CH:7]([NH2:10])([CH3:9])[CH3:8]. Product: [CH3:1][NH:2][C:3](=[O:6])[CH2:4][CH2:5][NH:10][CH:7]([CH3:9])[CH3:8]. The catalyst class is: 5. (4) The catalyst class is: 239. Reactant: [C:1]([O:5][C:6]([C:8]1[CH:9]=[CH:10][C:11]2[C:12]([CH:36]3[CH2:41][CH2:40][CH2:39][CH2:38][CH2:37]3)=[C:13]3[C:19]4[CH:20]=[CH:21][C:22]([O:24][CH3:25])=[CH:23][C:18]=4[CH:17]=[C:16]([C:26]4[O:30][CH:29]=[N:28][C:27]=4[C:31]([OH:33])=O)[CH2:15][N:14]3[C:34]=2[CH:35]=1)=[O:7])([CH3:4])([CH3:3])[CH3:2].F[B-](F)(F)F.N1(OC(N(C)C)=[N+](C)C)C2C=CC=CC=2N=N1.[NH:64]1[CH2:69][CH2:68][O:67][CH2:66][CH2:65]1.O. Product: [CH:36]1([C:12]2[C:11]3[CH:10]=[CH:9][C:8]([C:6]([O:5][C:1]([CH3:3])([CH3:2])[CH3:4])=[O:7])=[CH:35][C:34]=3[N:14]3[CH2:15][C:16]([C:26]4[O:30][CH:29]=[N:28][C:27]=4[C:31]([N:64]4[CH2:69][CH2:68][O:67][CH2:66][CH2:65]4)=[O:33])=[CH:17][C:18]4[CH:23]=[C:22]([O:24][CH3:25])[CH:21]=[CH:20][C:19]=4[C:13]=23)[CH2:37][CH2:38][CH2:39][CH2:40][CH2:41]1. (5) Reactant: [I:1][C:2]1[CH:9]=[CH:8][CH:7]=[CH:6][C:3]=1[CH2:4]Br.[Br:10][C:11]1[CH:16]=[CH:15][C:14]([F:17])=[CH:13][C:12]=1[OH:18].C(=O)([O-])[O-].[K+].[K+].O. Product: [Br:10][C:11]1[CH:16]=[CH:15][C:14]([F:17])=[CH:13][C:12]=1[O:18][CH2:4][C:3]1[CH:6]=[CH:7][CH:8]=[CH:9][C:2]=1[I:1]. The catalyst class is: 9.